From a dataset of Reaction yield outcomes from USPTO patents with 853,638 reactions. Predict the reaction yield, written as a fraction of the theoretical maximum amount of product (1.0 means a 100% yield; for example, 0.34 means a 34% yield). (1) The reactants are [C:1]([O:5][C:6]([N:8]([CH2:26][C:27]([O:29][C:30]([CH3:33])([CH3:32])[CH3:31])=[O:28])[C:9]1[CH:14]=[CH:13][CH:12]=[C:11]([CH2:15][NH:16][S:17]([C:20]2[CH:25]=[CH:24][CH:23]=[CH:22][N:21]=2)(=[O:19])=[O:18])[N:10]=1)=[O:7])([CH3:4])([CH3:3])[CH3:2].[CH2:34]([C:40]1[CH:41]=[C:42]([CH:45]=[CH:46][CH:47]=1)[CH2:43]O)[CH2:35][CH2:36][CH2:37][CH2:38][CH3:39].C(P(CCCC)CCCC)CCC.CN(C)C(N=NC(N(C)C)=O)=O. The catalyst is O.O1CCCC1. The product is [C:1]([O:5][C:6]([N:8]([CH2:26][C:27]([O:29][C:30]([CH3:33])([CH3:32])[CH3:31])=[O:28])[C:9]1[CH:14]=[CH:13][CH:12]=[C:11]([CH:15]([CH2:43][C:42]2[CH:45]=[CH:46][CH:47]=[C:40]([CH2:34][CH2:35][CH2:36][CH2:37][CH2:38][CH3:39])[CH:41]=2)[NH:16][S:17]([C:20]2[CH:25]=[CH:24][CH:23]=[CH:22][N:21]=2)(=[O:19])=[O:18])[N:10]=1)=[O:7])([CH3:4])([CH3:3])[CH3:2]. The yield is 0.950. (2) The yield is 0.890. The catalyst is CN(C)C(=O)C.O. The product is [C:1]([O:5][C:6](=[O:26])[NH:7][C:8]1[CH:13]=[CH:12][C:11]([CH3:14])=[C:10]([O:15][C:16]2[CH:17]=[CH:18][C:19]3[N:20]([N:22]=[C:23]([NH:25][C:30]([CH:27]4[CH2:29][CH2:28]4)=[O:31])[N:24]=3)[CH:21]=2)[CH:9]=1)([CH3:4])([CH3:2])[CH3:3]. The reactants are [C:1]([O:5][C:6](=[O:26])[NH:7][C:8]1[CH:13]=[CH:12][C:11]([CH3:14])=[C:10]([O:15][C:16]2[CH:17]=[CH:18][C:19]3[N:20]([N:22]=[C:23]([NH2:25])[N:24]=3)[CH:21]=2)[CH:9]=1)([CH3:4])([CH3:3])[CH3:2].[CH:27]1([C:30](Cl)=[O:31])[CH2:29][CH2:28]1. (3) The catalyst is C1COCC1. The product is [Cl:1][C:2]1[CH:3]=[C:4]([C:9]2([CH:15]([NH:17][S:18]([C:20]([CH3:21])([CH3:23])[CH3:22])=[O:19])[CH3:16])[CH2:14][CH2:13][CH2:12][CH2:11][CH2:10]2)[CH:5]=[CH:6][C:7]=1[Cl:8]. The yield is 0.960. The reactants are [Cl:1][C:2]1[CH:3]=[C:4]([C:9]2([C:15](=[N:17][S:18]([C:20]([CH3:23])([CH3:22])[CH3:21])=[O:19])[CH3:16])[CH2:14][CH2:13][CH2:12][CH2:11][CH2:10]2)[CH:5]=[CH:6][C:7]=1[Cl:8].